From a dataset of Catalyst prediction with 721,799 reactions and 888 catalyst types from USPTO. Predict which catalyst facilitates the given reaction. (1) Reactant: [NH2:1][C:2]1[CH:3]=[C:4]([F:58])[C:5]([S:52]([CH:55]([CH3:57])[CH3:56])(=[O:54])=[O:53])=[C:6]([CH2:8][N:9]([CH3:51])[C:10]([CH:12]([NH:24][C:25]2[CH:26]=[C:27]3[C:32](=[CH:33][C:34]=2[F:35])[C:31]([N:36]([C:44]([O:46][C:47]([CH3:50])([CH3:49])[CH3:48])=[O:45])[C:37](=[O:43])[O:38][C:39]([CH3:42])([CH3:41])[CH3:40])=[N:30][CH:29]=[CH:28]3)[C:13]2[CH:18]=[CH:17][C:16]([C@@H:19]([CH3:22])[CH2:20][OH:21])=[C:15]([CH3:23])[CH:14]=2)=[O:11])[CH:7]=1.[C:59](Cl)(Cl)=[O:60]. Product: [C:39]([O:38][C:37]([N:36]([C:31]1[C:32]2[C:27](=[CH:26][C:25]([NH:24][C@H:12]3[C:10](=[O:11])[N:9]([CH3:51])[CH2:8][C:6]4[CH:7]=[C:2]([CH:3]=[C:4]([F:58])[C:5]=4[S:52]([CH:55]([CH3:57])[CH3:56])(=[O:53])=[O:54])[NH:1][C:59](=[O:60])[O:21][CH2:20][C@H:19]([CH3:22])[C:16]4[CH:17]=[CH:18][C:13]3=[CH:14][C:15]=4[CH3:23])=[C:34]([F:35])[CH:33]=2)[CH:28]=[CH:29][N:30]=1)[C:44](=[O:45])[O:46][C:47]([CH3:48])([CH3:49])[CH3:50])=[O:43])([CH3:42])([CH3:40])[CH3:41]. The catalyst class is: 245. (2) Reactant: [CH2:1]([O:3][C:4]([C@@H:6]1[CH2:11][CH2:10][CH2:9][CH2:8][C@H:7]1C(O)=O)=[O:5])[CH3:2].CC[N:17]([CH2:20]C)CC.C1(P(N=[N+]=[N-])(C2C=CC=CC=2)=[O:29])C=CC=CC=1.[CH3:39][C:40]([OH:43])([CH3:42])[CH3:41]. Product: [C:40]([O:43][C:20]([NH:17][C@@H:7]1[CH2:8][CH2:9][CH2:10][CH2:11][C@H:6]1[C:4]([O:3][CH2:1][CH3:2])=[O:5])=[O:29])([CH3:42])([CH3:41])[CH3:39]. The catalyst class is: 11. (3) Reactant: [C:7](O[C:7](=[O:11])[CH:8]([CH3:10])[CH3:9])(=[O:11])[CH:8]([CH3:10])[CH3:9].[NH2:12][C@H:13]1[CH2:18][CH2:17][C@H:16]([OH:19])[CH2:15][CH2:14]1.C(N(CC)CC)C. Product: [OH:19][CH:16]1[CH2:17][CH2:18][CH:13]([NH:12][C:7](=[O:11])[CH:8]([CH3:9])[CH3:10])[CH2:14][CH2:15]1. The catalyst class is: 30. (4) Reactant: [N:1]([C:4]1([CH3:20])[CH2:8][CH2:7][CH2:6][CH:5]1[NH:9][S:10]([C:13]1[CH:18]=[CH:17][C:16]([CH3:19])=[CH:15][CH:14]=1)(=[O:12])=[O:11])=[N+]=[N-]. Product: [NH2:1][C:4]1([CH3:20])[CH2:8][CH2:7][CH2:6][CH:5]1[NH:9][S:10]([C:13]1[CH:14]=[CH:15][C:16]([CH3:19])=[CH:17][CH:18]=1)(=[O:12])=[O:11]. The catalyst class is: 19. (5) Reactant: [F:1][C:2]1[CH:7]=[CH:6][C:5]([C@@H:8]2[CH2:10][C@H:9]2[NH:11]C(=O)OC(C)(C)C)=[CH:4][C:3]=1[C:19](=[O:27])[NH:20][C:21]1[S:22][C:23]([CH3:26])=[N:24][N:25]=1.[ClH:28].CO. Product: [ClH:28].[ClH:28].[NH2:11][C@@H:9]1[CH2:10][C@H:8]1[C:5]1[CH:6]=[CH:7][C:2]([F:1])=[C:3]([CH:4]=1)[C:19]([NH:20][C:21]1[S:22][C:23]([CH3:26])=[N:24][N:25]=1)=[O:27]. The catalyst class is: 5. (6) Reactant: CN(C)[C:3]1[C:12]2[C:7](=CC=C[C:11]=2[N:13]([CH3:15])C)[CH:6]=[CH:5][CH:4]=1.[CH:17]([O:20]C1C=CC(CC(O)=O)=CC=1)([CH3:19])[CH3:18].C1(P(N=[N+]=[N-])(C2C=CC=CC=2)=[O:38])C=CC=CC=1. Product: [N:13]([CH2:11][C:12]1[CH:3]=[CH:4][C:5]([O:20][CH:17]([CH3:19])[CH3:18])=[CH:6][CH:7]=1)=[C:15]=[O:38]. The catalyst class is: 7.